From a dataset of Forward reaction prediction with 1.9M reactions from USPTO patents (1976-2016). Predict the product of the given reaction. (1) Given the reactants COCC1CN(C([O-])=O)CC1.[CH3:12][O:13][CH2:14][CH:15]1[CH2:19][N:18]([C:20]([O:22][C:23]([CH3:26])([CH3:25])[CH3:24])=[O:21])[CH:17]([C:27]2[NH:31][C:30]3[C:32]4[C:37]([CH:38]=[CH:39][C:29]=3[N:28]=2)=[CH:36][C:35]2[C:40]3[C:45]([CH2:46][O:47][C:34]=2[CH:33]=4)=[CH:44][C:43](B2OC(C)(C)C(C)(C)O2)=[CH:42][CH:41]=3)[CH2:16]1.Br[C:58]1[NH:62][C:61]([C@@H:63]2[CH2:67][CH2:66][CH2:65][N:64]2[C:68](=[O:79])[C@@H:69]([NH:74][C:75](=[O:78])[O:76][CH3:77])[C@H:70]([O:72][CH3:73])[CH3:71])=[N:60][CH:59]=1.C(=O)([O-])[O-].[K+].[K+], predict the reaction product. The product is: [CH3:77][O:76][C:75]([NH:74][C@H:69]([C:68]([N:64]1[CH2:65][CH2:66][CH2:67][C@H:63]1[C:61]1[NH:62][C:58]([C:43]2[CH:44]=[C:45]3[CH2:46][O:47][C:34]4[CH:33]=[C:32]5[C:37]([CH:38]=[CH:39][C:29]6[N:28]=[C:27]([C@@H:17]7[CH2:16][C@H:15]([CH2:14][O:13][CH3:12])[CH2:19][N:18]7[C:20]([O:22][C:23]([CH3:24])([CH3:25])[CH3:26])=[O:21])[NH:31][C:30]=65)=[CH:36][C:35]=4[C:40]3=[CH:41][CH:42]=2)=[CH:59][N:60]=1)=[O:79])[C@@H:70]([CH3:71])[O:72][CH3:73])=[O:78]. (2) Given the reactants [Br:1][C:2]1[CH:7]=[CH:6][C:5]([CH:8]([OH:16])[CH2:9][C:10]2[CH:15]=[CH:14][CH:13]=[CH:12][N:11]=2)=[CH:4][CH:3]=1, predict the reaction product. The product is: [Br:1][C:2]1[CH:7]=[CH:6][C:5]([CH:8]([OH:16])[CH2:9][CH:10]2[CH2:15][CH2:14][CH2:13][CH2:12][NH:11]2)=[CH:4][CH:3]=1. (3) The product is: [Cl:1][C:2]1[CH:7]=[CH:6][C:5]([C@@H:8]2[O:14][CH2:13][CH2:12][N:11]([C:15]([O:17][C:18]([CH3:20])([CH3:19])[CH3:21])=[O:16])[CH2:10][C@H:9]2[CH2:22][O:23][S:33]([CH3:32])(=[O:35])=[O:34])=[CH:4][C:3]=1[F:24]. Given the reactants [Cl:1][C:2]1[CH:7]=[CH:6][C:5]([C@@H:8]2[O:14][CH2:13][CH2:12][N:11]([C:15]([O:17][C:18]([CH3:21])([CH3:20])[CH3:19])=[O:16])[CH2:10][C@H:9]2[CH2:22][OH:23])=[CH:4][C:3]=1[F:24].C(N(CC)CC)C.[CH3:32][S:33](Cl)(=[O:35])=[O:34], predict the reaction product. (4) Given the reactants [C:1]([O:7][CH2:8][C@H:9]1[O:13][C:12](=[O:14])[CH:11]=[CH:10]1)(=[O:6])[C:2]([CH3:5])([CH3:4])[CH3:3].C(C1C=CC=CC=1)(=O)C1C=CC=CC=1.[C:29]([O:32][CH2:33][CH3:34])(=[O:31])C.C(Cl)(Cl)Cl, predict the reaction product. The product is: [C:1]([O:7][CH2:8][C@H:9]1[O:13][C:12](=[O:14])[CH2:11][C@@H:10]1[CH:29]1[O:32][CH2:33][CH2:34][O:31]1)(=[O:6])[C:2]([CH3:5])([CH3:4])[CH3:3]. (5) The product is: [CH2:12]([O:28][C:10]1[CH:9]=[CH:8][CH:7]=[CH:6][C:5]=1[C:3](=[O:4])[CH3:2])[CH2:13][CH2:14][CH2:15][CH2:16][CH2:17][CH2:18][CH2:19][CH2:20][CH2:21][CH2:22][CH2:23][CH2:24][CH2:25][CH3:26]. Given the reactants O[CH2:2][C:3]([C:5]1[CH:10]=[CH:9][CH:8]=[CH:7][CH:6]=1)=[O:4].Br[CH2:12][CH2:13][CH2:14][CH2:15][CH2:16][CH2:17][CH2:18][CH2:19][CH2:20][CH2:21][CH2:22][CH2:23][CH2:24][CH2:25][CH3:26].C(=O)([O-])[O-:28].[K+].[K+], predict the reaction product. (6) Given the reactants [CH3:1][C:2]([CH:17]1[CH2:19][O:18]1)([S:4]([C:7]1[CH:12]=[CH:11][CH:10]=[C:9]([C:13]([F:16])([F:15])[F:14])[CH:8]=1)(=[O:6])=[O:5])[CH3:3].O([C:22]#[N:23])[K].[OH2:24], predict the reaction product. The product is: [CH3:1][C:2]([CH:17]1[O:18][C:19](=[O:24])[NH:23][CH2:22]1)([S:4]([C:7]1[CH:12]=[CH:11][CH:10]=[C:9]([C:13]([F:16])([F:15])[F:14])[CH:8]=1)(=[O:6])=[O:5])[CH3:3]. (7) Given the reactants [C:1]([O:5][C:6]([NH:8][CH:9]([CH2:13][C:14]1[C:23]2[C:18](=[CH:19][CH:20]=[CH:21][CH:22]=2)[CH:17]=[CH:16][CH:15]=1)[C:10]([OH:12])=[O:11])=[O:7])([CH3:4])([CH3:3])[CH3:2].IC.[H-].[Na+].[C:28](OCC)(=O)C, predict the reaction product. The product is: [C:1]([O:5][C:6]([N:8]([CH3:28])[C@H:9]([CH2:13][C:14]1[C:23]2[C:18](=[CH:19][CH:20]=[CH:21][CH:22]=2)[CH:17]=[CH:16][CH:15]=1)[C:10]([OH:12])=[O:11])=[O:7])([CH3:4])([CH3:2])[CH3:3].